This data is from Full USPTO retrosynthesis dataset with 1.9M reactions from patents (1976-2016). The task is: Predict the reactants needed to synthesize the given product. (1) The reactants are: [Cl:1][C:2]1[CH:3]=[C:4]2[C:9](=[CH:10][CH:11]=1)[CH:8]=[C:7]([S:12]([NH:15][C@H:16]1[CH2:20][CH2:19][N:18]([C@@H:21]([CH3:25])[C:22]([OH:24])=O)[C:17]1=[O:26])(=[O:14])=[O:13])[CH:6]=[CH:5]2.[CH:27]12[CH2:35][CH:31]([CH2:32][NH:33][CH2:34]1)[CH2:30][N:29]([C:36]([O:38][C:39]([CH3:42])([CH3:41])[CH3:40])=[O:37])[CH2:28]2. Given the product [Cl:1][C:2]1[CH:3]=[C:4]2[C:9](=[CH:10][CH:11]=1)[CH:8]=[C:7]([S:12]([NH:15][C@H:16]1[CH2:20][CH2:19][N:18]([C@@H:21]([CH3:25])[C:22]([N:33]3[CH2:34][C@H:27]4[CH2:35][C@H:31]([CH2:30][N:29]([C:36]([O:38][C:39]([CH3:42])([CH3:41])[CH3:40])=[O:37])[CH2:28]4)[CH2:32]3)=[O:24])[C:17]1=[O:26])(=[O:14])=[O:13])[CH:6]=[CH:5]2, predict the reactants needed to synthesize it. (2) Given the product [C:97]([OH:103])([C:99]([F:102])([F:101])[F:100])=[O:98].[NH:8]1[CH2:12][CH2:11][CH2:10][C@H:9]1[C:13]1[NH:17][C:16]2[CH:18]=[C:19]([C:22]3[CH:31]=[CH:30][C:29]4[C:24](=[CH:25][CH:26]=[C:27]([C:32]5[NH:36][C:35]([C@@H:37]6[CH2:41][CH2:40][CH2:39][NH:38]6)=[N:34][CH:33]=5)[CH:28]=4)[CH:23]=3)[CH:20]=[CH:21][C:15]=2[N:14]=1, predict the reactants needed to synthesize it. The reactants are: C(OC([N:8]1[CH2:12][CH2:11][CH2:10][C@H:9]1[C:13]1[NH:17][C:16]2[CH:18]=[C:19]([C:22]3[CH:23]=[C:24]4[C:29](=[CH:30][CH:31]=3)[CH:28]=[C:27]([C:32]3[NH:36][C:35]([C@@H:37]5[CH2:41][CH2:40][CH2:39][N:38]5C(OC(C)(C)C)=O)=[N:34][CH:33]=3)[CH:26]=[CH:25]4)[CH:20]=[CH:21][C:15]=2[N:14]=1)=O)(C)(C)C.C(OC(N1CCC[C@H]1C1NC2C=C(C3C=C4C(C=CC(C5NC([C@@H]6CCCN6C(OC(C)(C)C)=O)=NC=5)=C4)=CC=3)C=CC=2N=1)=O)(C)(C)C.[C:97]([OH:103])([C:99]([F:102])([F:101])[F:100])=[O:98]. (3) Given the product [CH2:16]([N:13]1[C:11]2=[N:12][C:7]([C:33]3[CH:34]=[CH:35][C:30]([F:29])=[CH:31][CH:32]=3)=[C:8]([C:25]#[N:26])[C:9]([C:18]3[CH:19]=[N:20][CH:21]=[C:22]([CH3:24])[CH:23]=3)=[C:10]2[CH:15]=[N:14]1)[CH3:17], predict the reactants needed to synthesize it. The reactants are: FC(F)(F)S(O[C:7]1[N:12]=[C:11]2[N:13]([CH2:16][CH3:17])[N:14]=[CH:15][C:10]2=[C:9]([C:18]2[CH:19]=[N:20][CH:21]=[C:22]([CH3:24])[CH:23]=2)[C:8]=1[C:25]#[N:26])(=O)=O.[F:29][C:30]1[CH:35]=[CH:34][C:33](B(O)O)=[CH:32][CH:31]=1.P(=O)([O-])[O-].[K+].[K+]. (4) Given the product [F:1][C:2]1[CH:19]=[CH:18][C:5]([CH2:6][NH:7][C:8]2[C:9]([C:10]3[O:11][C:28]([C:27]4[CH:26]=[CH:25][C:24]([S:21]([CH3:20])(=[O:23])=[O:22])=[CH:32][CH:31]=4)=[N:13][N:12]=3)=[CH:14][CH:15]=[CH:16][N:17]=2)=[CH:4][CH:3]=1, predict the reactants needed to synthesize it. The reactants are: [F:1][C:2]1[CH:19]=[CH:18][C:5]([CH2:6][NH:7][C:8]2[N:17]=[CH:16][CH:15]=[CH:14][C:9]=2[C:10]([NH:12][NH2:13])=[O:11])=[CH:4][CH:3]=1.[CH3:20][S:21]([C:24]1[CH:32]=[CH:31][C:27]([C:28](O)=O)=[CH:26][CH:25]=1)(=[O:23])=[O:22].[Cl-].ClC1N(C)CC[NH+]1C.C(N(CC)CC)C. (5) Given the product [CH:44]1([CH2:47][C:48]([NH:1][C@@H:2]2[C:16](=[O:17])[N:15]3[CH2:18][C@H:19]([O:21][C:22]4[C:23]5[S:37][CH:36]=[CH:35][C:24]=5[N:25]=[C:26]([C:28]5[N:32]([CH3:33])[N:31]=[C:30]([CH3:34])[CH:29]=5)[N:27]=4)[CH2:20][C@H:14]3[C:13](=[O:38])[NH:12][C@:11]3([C:40]([O:42][CH3:43])=[O:41])[CH2:39][C@H:10]3[CH:9]=[CH:8][CH2:7][CH2:6][CH2:5][CH2:4][CH2:3]2)=[O:49])[CH2:46][CH2:45]1, predict the reactants needed to synthesize it. The reactants are: [NH2:1][C@@H:2]1[C:16](=[O:17])[N:15]2[CH2:18][C@H:19]([O:21][C:22]3[C:23]4[S:37][CH:36]=[CH:35][C:24]=4[N:25]=[C:26]([C:28]4[N:32]([CH3:33])[N:31]=[C:30]([CH3:34])[CH:29]=4)[N:27]=3)[CH2:20][C@H:14]2[C:13](=[O:38])[NH:12][C@:11]2([C:40]([O:42][CH3:43])=[O:41])[CH2:39][C@H:10]2[CH:9]=[CH:8][CH2:7][CH2:6][CH2:5][CH2:4][CH2:3]1.[CH:44]1([CH2:47][C:48](O)=[O:49])[CH2:46][CH2:45]1.C(N(C(C)C)CC)(C)C.CN(C(ON1N=NC2C=CC=NC1=2)=[N+](C)C)C.F[P-](F)(F)(F)(F)F.C(=O)(O)[O-].[Na+]. (6) Given the product [F:1][C:2]([F:7])([F:6])[C:3]([OH:5])=[O:4].[Cl:40][C:37]1[CH:38]=[CH:39][C:34]([CH2:33][NH:32][C:30]([C:25]2[NH:26][C:27]3[C:23]([CH:24]=2)=[CH:22][C:21]([NH:20][C:18]([CH:16]2[CH2:15][CH2:14][NH:13][CH2:12][CH2:17]2)=[O:19])=[CH:29][CH:28]=3)=[O:31])=[C:35]([F:51])[C:36]=1[O:41][C:42]1[CH:47]=[C:46]([C:48]#[N:49])[CH:45]=[C:44]([Cl:50])[CH:43]=1, predict the reactants needed to synthesize it. The reactants are: [F:1][C:2]([F:7])([F:6])[C:3]([OH:5])=[O:4].CC([CH:12]1[CH2:17][CH:16]([C:18]([NH:20][C:21]2[CH:22]=[C:23]3[C:27](=[CH:28][CH:29]=2)[NH:26][C:25]([C:30]([NH:32][CH2:33][C:34]2[CH:39]=[CH:38][C:37]([Cl:40])=[C:36]([O:41][C:42]4[CH:47]=[C:46]([C:48]#[N:49])[CH:45]=[C:44]([Cl:50])[CH:43]=4)[C:35]=2[F:51])=[O:31])=[CH:24]3)=[O:19])[CH2:15][CH2:14][N:13]1C([O-])=O)(C)C. (7) Given the product [Cl:25][C:16]([C@@H:15]1[C@@H:14]([CH3:19])[O:13][C:12]([CH3:21])([CH3:20])[N:11]1[C:9]([O:8][CH2:1][C:2]1[CH:7]=[CH:6][CH:5]=[CH:4][CH:3]=1)=[O:10])=[O:17], predict the reactants needed to synthesize it. The reactants are: [CH2:1]([O:8][C:9]([N:11]1[C@H:15]([C:16](O)=[O:17])[C@@H:14]([CH3:19])[O:13][C:12]1([CH3:21])[CH3:20])=[O:10])[C:2]1[CH:7]=[CH:6][CH:5]=[CH:4][CH:3]=1.C(Cl)(=O)C([Cl:25])=O. (8) Given the product [CH3:18][C:5]1[CH:4]=[CH:3][CH:2]=[C:11]2[C:6]=1[C:7](=[O:17])[C:8]([C:12]([O:14][CH2:15][CH3:16])=[O:13])=[CH:9][NH:10]2, predict the reactants needed to synthesize it. The reactants are: Br[C:2]1[CH:3]=[CH:4][C:5]([CH3:18])=[C:6]2[C:11]=1[NH:10][CH:9]=[C:8]([C:12]([O:14][CH2:15][CH3:16])=[O:13])[C:7]2=[O:17].C([O-])(=O)C.[Na+]. (9) Given the product [OH:9][NH:8][C:6]([C:2]1[NH:1][CH:5]=[CH:4][CH:3]=1)=[NH:7], predict the reactants needed to synthesize it. The reactants are: [NH:1]1[CH:5]=[CH:4][CH:3]=[C:2]1[C:6]#[N:7].[NH2:8][OH:9].